Dataset: Forward reaction prediction with 1.9M reactions from USPTO patents (1976-2016). Task: Predict the product of the given reaction. Given the reactants C(=O)([O-])[O-].[K+].[K+].O.[CH2:8]([N:11]1[CH:15]=[C:14](B2OC(C)(C)C(C)(C)O2)[CH:13]=[N:12]1)[CH2:9][CH3:10].Br[C:26]1[CH:27]=[C:28]([CH:41]=[CH:42][CH:43]=1)[CH2:29][CH2:30][O:31][CH2:32][CH2:33][C:34]([O:36][C:37]([CH3:40])([CH3:39])[CH3:38])=[O:35], predict the reaction product. The product is: [CH2:8]([N:11]1[CH:15]=[C:14]([C:26]2[CH:27]=[C:28]([CH:41]=[CH:42][CH:43]=2)[CH2:29][CH2:30][O:31][CH2:32][CH2:33][C:34]([O:36][C:37]([CH3:39])([CH3:40])[CH3:38])=[O:35])[CH:13]=[N:12]1)[CH2:9][CH3:10].